This data is from Reaction yield outcomes from USPTO patents with 853,638 reactions. The task is: Predict the reaction yield, written as a fraction of the theoretical maximum amount of product (1.0 means a 100% yield; for example, 0.34 means a 34% yield). The reactants are [CH2:1]([N:3]1[C:12]2[C:7](=[CH:8][N:9]=[C:10]([NH:13][CH2:14][CH3:15])[CH:11]=2)[CH:6]=[C:5]([C:16]2[CH:17]=[C:18]([CH:22]=[C:23]([O:25][CH3:26])[CH:24]=2)[C:19]([OH:21])=O)[C:4]1=[O:27])[CH3:2].CN([C:31]([O:35][N:36]1N=NC2C=CC=NC1=2)=[N+](C)C)C.F[P-](F)(F)(F)(F)F.Cl.O(N)C.CCN(C(C)C)C(C)C. The catalyst is CN(C=O)C. The product is [CH2:1]([N:3]1[C:12]2[C:7](=[CH:8][N:9]=[C:10]([NH:13][CH2:14][CH3:15])[CH:11]=2)[CH:6]=[C:5]([C:16]2[CH:17]=[C:18]([CH:22]=[C:23]([O:25][CH3:26])[CH:24]=2)[C:19]([NH:36][O:35][CH3:31])=[O:21])[C:4]1=[O:27])[CH3:2]. The yield is 0.740.